This data is from Full USPTO retrosynthesis dataset with 1.9M reactions from patents (1976-2016). The task is: Predict the reactants needed to synthesize the given product. (1) The reactants are: [O:1]1[CH2:6][CH2:5][N:4]([C:7]2[C:8]3[N:9]([CH:32]=[C:33]([CH2:35][O:36][C:37]4[CH:46]=[CH:45][C:44]5[C:39](=[CH:40][CH:41]=[CH:42][CH:43]=5)[N:38]=4)[N:34]=3)[C:10]([C:13]3[CH:14]=[CH:15][C:16]([CH:19]4[CH2:24][CH2:23][N:22](C(OC(C)(C)C)=O)[CH2:21][CH2:20]4)=[N:17][CH:18]=3)=[CH:11][N:12]=2)[CH2:3][CH2:2]1.[C:47]([OH:53])([C:49]([F:52])([F:51])[F:50])=[O:48]. Given the product [F:50][C:49]([F:52])([F:51])[C:47]([OH:53])=[O:48].[NH:22]1[CH2:21][CH2:20][CH:19]([C:16]2[N:17]=[CH:18][C:13]([C:10]3[N:9]4[CH:32]=[C:33]([CH2:35][O:36][C:37]5[CH:46]=[CH:45][C:44]6[C:39](=[CH:40][CH:41]=[CH:42][CH:43]=6)[N:38]=5)[N:34]=[C:8]4[C:7]([N:4]4[CH2:5][CH2:6][O:1][CH2:2][CH2:3]4)=[N:12][CH:11]=3)=[CH:14][CH:15]=2)[CH2:24][CH2:23]1, predict the reactants needed to synthesize it. (2) Given the product [F:15][C:8]1[C:7]2[CH:16]=[CH:17][CH2:2][CH2:1][NH:5][C:6]=2[C:11]([N+:12]([O-:14])=[O:13])=[CH:10][CH:9]=1, predict the reactants needed to synthesize it. The reactants are: [CH2:1]([NH:5][C:6]1[C:11]([N+:12]([O-:14])=[O:13])=[CH:10][CH:9]=[C:8]([F:15])[C:7]=1[CH:16]=[CH2:17])[CH2:2]C=C. (3) Given the product [Na:1].[O:31]1[CH2:36][CH2:35][CH2:34][O:33][CH:32]1[CH2:10][O:11][C:12]1[CH:17]=[CH:16][N:15]=[C:14]([CH2:18][S:19]([C:21]2[NH:22][C:23]3[CH:29]=[CH:28][CH:27]=[CH:26][C:24]=3[N:25]=2)=[O:20])[C:13]=1[CH3:30], predict the reactants needed to synthesize it. The reactants are: [Na:1].COC1OCC([CH2:10][O:11][C:12]2[CH:17]=[CH:16][N:15]=[C:14]([CH2:18][S:19]([C:21]3[NH:25][C:24]4[CH:26]=[CH:27][CH:28]=[CH:29][C:23]=4[N:22]=3)=[O:20])[C:13]=2[CH3:30])CO1.[O:31]1[CH2:36][CH2:35][CH2:34][O:33][CH:32]1CO. (4) The reactants are: [NH:1]1[C:9]2[C:4](=[CH:5][CH:6]=[CH:7][C:8]=2[C:10]([OH:12])=O)[CH:3]=[CH:2]1.CN(C)CCCN=C=NCC.N1(O)C2C=CC=CC=2N=N1.[C:34]([O:38][C:39]([CH3:42])([CH3:41])[CH3:40])(=[O:37])[NH:35][NH2:36]. Given the product [NH:1]1[C:9]2[C:4](=[CH:5][CH:6]=[CH:7][C:8]=2[C:10]([NH:36][NH:35][C:34]([O:38][C:39]([CH3:42])([CH3:41])[CH3:40])=[O:37])=[O:12])[CH:3]=[CH:2]1, predict the reactants needed to synthesize it. (5) Given the product [OH:5][CH:6]([CH2:21][N:22]1[CH2:27][CH2:26][CH2:25][CH2:24][CH2:23]1)[CH2:7][NH:8][S:9]([C:12]1[CH:13]=[CH:14][C:15]([NH2:18])=[CH:16][CH:17]=1)(=[O:10])=[O:11], predict the reactants needed to synthesize it. The reactants are: C([O-])=O.[NH4+].[OH:5][CH:6]([CH2:21][N:22]1[CH2:27][CH2:26][CH2:25][CH2:24][CH2:23]1)[CH2:7][NH:8][S:9]([C:12]1[CH:17]=[CH:16][C:15]([N+:18]([O-])=O)=[CH:14][CH:13]=1)(=[O:11])=[O:10]. (6) Given the product [Cl:29][C:12]1([C:11]2[CH:23]=[CH:24][C:8]([O:7][CH2:6][O:5][CH2:4][CH2:3][Si:2]([CH3:26])([CH3:25])[CH3:1])=[CH:9][CH:10]=2)[C:14]2[C:15](=[CH:19][CH:20]=[CH:21][CH:22]=2)[C:16](=[O:18])[O:17]1, predict the reactants needed to synthesize it. The reactants are: [CH3:1][Si:2]([CH3:26])([CH3:25])[CH2:3][CH2:4][O:5][CH2:6][O:7][C:8]1[CH:24]=[CH:23][C:11]([C:12]([C:14]2[CH:22]=[CH:21][CH:20]=[CH:19][C:15]=2[C:16]([OH:18])=[O:17])=O)=[CH:10][CH:9]=1.S(Cl)([Cl:29])=O. (7) Given the product [CH3:1][O:2][C:3]([CH2:5][CH2:6][C:7]1[CH:8]=[C:9]([CH3:33])[C:10]([C:14]2[NH:15][C:16]3[C:21]([CH:22]=2)=[CH:20][CH:19]=[C:18]([C:23]([OH:25])=[O:24])[CH:17]=3)=[C:11]([CH3:13])[CH:12]=1)=[O:4], predict the reactants needed to synthesize it. The reactants are: [CH3:1][O:2][C:3](/[CH:5]=[CH:6]/[C:7]1[CH:12]=[C:11]([CH3:13])[C:10]([C:14]2[NH:15][C:16]3[C:21]([CH:22]=2)=[CH:20][CH:19]=[C:18]([C:23]([O:25]CC2C=CC=CC=2)=[O:24])[CH:17]=3)=[C:9]([CH3:33])[CH:8]=1)=[O:4].